This data is from Full USPTO retrosynthesis dataset with 1.9M reactions from patents (1976-2016). The task is: Predict the reactants needed to synthesize the given product. Given the product [IH:25].[I:25][C:2]1[N:7]=[CH:6][N:5]=[C:4]([NH:8][C:9]2[CH:14]=[CH:13][C:12]([O:15][C:16]3[CH:17]=[N:18][C:19]([CH3:22])=[CH:20][CH:21]=3)=[C:11]([CH3:23])[CH:10]=2)[C:3]=1[NH2:24], predict the reactants needed to synthesize it. The reactants are: Cl[C:2]1[N:7]=[CH:6][N:5]=[C:4]([NH:8][C:9]2[CH:14]=[CH:13][C:12]([O:15][C:16]3[CH:17]=[N:18][C:19]([CH3:22])=[CH:20][CH:21]=3)=[C:11]([CH3:23])[CH:10]=2)[C:3]=1[NH2:24].[I-:25].[Na+].O.C(=O)([O-])O.[Na+].